Task: Predict the reaction yield, written as a fraction of the theoretical maximum amount of product (1.0 means a 100% yield; for example, 0.34 means a 34% yield).. Dataset: Reaction yield outcomes from USPTO patents with 853,638 reactions (1) The reactants are C([O:3][C:4](=[O:30])[C:5]1[CH:10]=[CH:9][C:8]([C:11]2[N:12]([CH3:28])[O:13][C:14]([C:20]3[CH:25]=[C:24]([Cl:26])[CH:23]=[C:22]([Cl:27])[CH:21]=3)([C:16]([F:19])([F:18])[F:17])[CH:15]=2)=[CH:7][C:6]=1[CH3:29])C.C1COCC1.O.[OH-].[K+]. The catalyst is CO. The product is [Cl:27][C:22]1[CH:21]=[C:20]([C:14]2([C:16]([F:18])([F:17])[F:19])[O:13][N:12]([CH3:28])[C:11]([C:8]3[CH:9]=[CH:10][C:5]([C:4]([OH:30])=[O:3])=[C:6]([CH3:29])[CH:7]=3)=[CH:15]2)[CH:25]=[C:24]([Cl:26])[CH:23]=1. The yield is 0.950. (2) The reactants are [Cl:1][C:2]1[N:3]=[N:4][CH:5]=[C:6](Cl)[C:7]=1[Cl:8].CCN(C(C)C)C(C)C.[CH3:19][N:20]1[CH2:25][CH2:24][NH:23][CH2:22][CH2:21]1. The yield is 0.580. The product is [Cl:1][C:2]1[N:3]=[N:4][CH:5]=[C:6]([N:23]2[CH2:24][CH2:25][N:20]([CH3:19])[CH2:21][CH2:22]2)[C:7]=1[Cl:8]. The catalyst is CN1C(=O)CCC1. (3) The reactants are [CH2:1]=[O:2].OS(O)(=O)=O.C([N:11]1[C:15](=[O:16])[C:14]2=[CH:17][CH:18]=[CH:19][CH:20]=[C:13]2[C:12]1=[O:21])C=C.[OH2:22]. No catalyst specified. The product is [O:2]1[CH2:19][CH2:20][CH:13]([CH2:12][C:20]2[CH:19]=[CH:18][CH:17]=[C:14]3[C:15]([NH:11][C:12](=[O:21])[C:13]=23)=[O:16])[O:22][CH2:1]1. The yield is 0.540.